From a dataset of Reaction yield outcomes from USPTO patents with 853,638 reactions. Predict the reaction yield, written as a fraction of the theoretical maximum amount of product (1.0 means a 100% yield; for example, 0.34 means a 34% yield). (1) The reactants are [OH:1][C:2]1[CH:7]=[CH:6][C:5]([CH2:8][CH2:9][OH:10])=[CH:4][CH:3]=1.[OH-].[K+].Cl.Cl[CH2:15][C:16]1[CH:25]=[CH:24][C:23]2[C:18](=[CH:19][CH:20]=[CH:21][CH:22]=2)[N:17]=1.O. The catalyst is C(O)C. The product is [N:17]1[C:18]2[C:23](=[CH:22][CH:21]=[CH:20][CH:19]=2)[CH:24]=[CH:25][C:16]=1[CH2:15][O:1][C:2]1[CH:7]=[CH:6][C:5]([CH2:8][CH2:9][OH:10])=[CH:4][CH:3]=1. The yield is 0.890. (2) The reactants are [NH2:1][C:2]1[CH:7]=[CH:6][C:5]([OH:8])=[CH:4][CH:3]=1.C(=O)(O)[O-].[Na+].[CH2:14]([O:21][CH2:22][C:23](Cl)=[O:24])[C:15]1[CH:20]=[CH:19][CH:18]=[CH:17][CH:16]=1. The catalyst is CC(C)=O. The product is [CH2:14]([O:21][CH2:22][C:23]([NH:1][C:2]1[CH:7]=[CH:6][C:5]([OH:8])=[CH:4][CH:3]=1)=[O:24])[C:15]1[CH:20]=[CH:19][CH:18]=[CH:17][CH:16]=1. The yield is 0.489. (3) The reactants are [N:1]1[C:10]2[C:5](=[CH:6][C:7]([CH:11]=O)=[CH:8][CH:9]=2)[CH:4]=[CH:3][CH:2]=1.[NH2:13][C:14]1[CH:22]=[CH:21][CH:20]=[C:19]2[C:15]=1[CH2:16][O:17][C:18]2=[O:23].S([O-])([O-])(=O)=O.[Mg+2]. The catalyst is C(#N)C. The product is [N:1]1[C:10]2[C:5](=[CH:6][C:7](/[CH:11]=[N:13]/[C:14]3[CH:22]=[CH:21][CH:20]=[C:19]4[C:15]=3[CH2:16][O:17][C:18]4=[O:23])=[CH:8][CH:9]=2)[CH:4]=[CH:3][CH:2]=1. The yield is 0.930. (4) The reactants are [Cl:1][C:2]1[CH:7]=[CH:6][C:5]([C:8]2[CH:13]=[N:12][N:11]3[C:14](=[O:17])[NH:15][N:16]=[C:10]3[C:9]=2[C:18]2[CH:23]=[CH:22][C:21]([Cl:24])=[CH:20][CH:19]=2)=[CH:4][CH:3]=1.[C:25]1([NH:31][CH2:32][CH2:33]O)[CH:30]=[CH:29][CH:28]=[CH:27][CH:26]=1.C1(P(C2C=CC=CC=2)C2C=CC=CC=2)C=CC=CC=1.N(C(OCC)=O)=NC(OCC)=O. The catalyst is C1COCC1. The product is [Cl:1][C:2]1[CH:7]=[CH:6][C:5]([C:8]2[CH:13]=[N:12][N:11]3[C:14](=[O:17])[N:15]([CH2:33][CH2:32][NH:31][C:25]4[CH:30]=[CH:29][CH:28]=[CH:27][CH:26]=4)[N:16]=[C:10]3[C:9]=2[C:18]2[CH:23]=[CH:22][C:21]([Cl:24])=[CH:20][CH:19]=2)=[CH:4][CH:3]=1. The yield is 0.230. (5) The reactants are [CH3:1][C:2]1[N:3]=[CH:4][O:5][C:6]=1[C:7]([OH:9])=O.O1CCCC1.C(Cl)(=O)C(Cl)=O.[NH2:21][C:22]1[CH:23]=[C:24]([CH:41]=[CH:42][C:43]=1[CH3:44])[O:25][C:26]1[CH:27]=[CH:28][C:29]2[N:30]([CH:32]=[C:33]([NH:35][C:36]([CH:38]3[CH2:40][CH2:39]3)=[O:37])[N:34]=2)[N:31]=1. The catalyst is CN(C)C=O.CN(C)C(=O)C. The product is [CH:38]1([C:36]([NH:35][C:33]2[N:34]=[C:29]3[CH:28]=[CH:27][C:26]([O:25][C:24]4[CH:41]=[CH:42][C:43]([CH3:44])=[C:22]([NH:21][C:7]([C:6]5[O:5][CH:4]=[N:3][C:2]=5[CH3:1])=[O:9])[CH:23]=4)=[N:31][N:30]3[CH:32]=2)=[O:37])[CH2:39][CH2:40]1. The yield is 0.830. (6) The reactants are [CH2:1]([O:3][C:4]([C:6]1[C:10]([CH2:11][CH2:12][C:13](=O)[N:14]([CH3:16])[CH3:15])=[CH:9][NH:8][C:7]=1[CH3:18])=[O:5])[CH3:2].B.O1CCCC1.CO. The catalyst is O1CCCC1. The product is [CH2:1]([O:3][C:4]([C:6]1[C:10]([CH2:11][CH2:12][CH2:13][N:14]([CH3:16])[CH3:15])=[CH:9][NH:8][C:7]=1[CH3:18])=[O:5])[CH3:2]. The yield is 0.650. (7) The reactants are [Br:1][C:2]1[CH:10]=[C:6]([C:7]([OH:9])=O)[C:5]([OH:11])=[CH:4][CH:3]=1.[NH2:12][C:13]1[S:14][CH:15]=[C:16]([C:18]2[CH:23]=[CH:22][CH:21]=[CH:20][CH:19]=2)[N:17]=1. No catalyst specified. The product is [Br:1][C:2]1[CH:3]=[CH:4][C:5]([OH:11])=[C:6]([CH:10]=1)[C:7]([NH:12][C:13]1[S:14][CH:15]=[C:16]([C:18]2[CH:23]=[CH:22][CH:21]=[CH:20][CH:19]=2)[N:17]=1)=[O:9]. The yield is 0.160. (8) The reactants are Br[C:2]1[CH:3]=[N:4][N:5]([C:7]([CH3:10])([CH3:9])[CH3:8])[CH:6]=1.[Li]CCCC.[C:16](=[O:18])=[O:17]. The product is [C:7]([N:5]1[CH:6]=[C:2]([C:16]([OH:18])=[O:17])[CH:3]=[N:4]1)([CH3:10])([CH3:9])[CH3:8]. The yield is 0.670. The catalyst is C1COCC1. (9) The reactants are [Cl:1][C:2]1[CH:10]=[CH:9][C:8]([O:11][C:12]([F:15])([F:14])[F:13])=[C:7]2[C:3]=1[C:4]([C:20]([N:22]1[CH2:27][CH2:26][CH:25]([C:28]3[CH:29]=[C:30]([CH:39]=[CH:40][C:41]=3[F:42])[CH2:31][NH:32]C(=O)C(F)(F)F)[CH2:24][CH2:23]1)=[O:21])=[CH:5][N:6]2[CH2:16][CH2:17][O:18][CH3:19].C([O-])([O-])=O.[K+].[K+]. The yield is 0.510. The catalyst is CO. The product is [ClH:1].[NH2:32][CH2:31][C:30]1[CH:39]=[CH:40][C:41]([F:42])=[C:28]([CH:25]2[CH2:26][CH2:27][N:22]([C:20]([C:4]3[C:3]4[C:7](=[C:8]([O:11][C:12]([F:14])([F:15])[F:13])[CH:9]=[CH:10][C:2]=4[Cl:1])[N:6]([CH2:16][CH2:17][O:18][CH3:19])[CH:5]=3)=[O:21])[CH2:23][CH2:24]2)[CH:29]=1. (10) The reactants are NC(N)=O.[C:5]([O:9][C:10]([N:12]1[CH2:17][CH2:16][N:15]([S:18]([C:21]2[C:22]([OH:29])=[C:23]([CH:25]=[CH:26][C:27]=2[Cl:28])[NH2:24])(=[O:20])=[O:19])[CH2:14][CH2:13]1)=[O:11])([CH3:8])([CH3:7])[CH3:6].[Cl:30][C:31]1[C:36]([Cl:37])=[CH:35][CH:34]=[CH:33][C:32]=1[N:38]=[C:39]=[O:40]. No catalyst specified. The product is [C:5]([O:9][C:10]([N:12]1[CH2:17][CH2:16][N:15]([S:18]([C:21]2[C:22]([OH:29])=[C:23]([NH:24][C:39]([NH:38][C:32]3[CH:33]=[CH:34][CH:35]=[C:36]([Cl:37])[C:31]=3[Cl:30])=[O:40])[CH:25]=[CH:26][C:27]=2[Cl:28])(=[O:19])=[O:20])[CH2:14][CH2:13]1)=[O:11])([CH3:8])([CH3:6])[CH3:7]. The yield is 0.250.